This data is from Forward reaction prediction with 1.9M reactions from USPTO patents (1976-2016). The task is: Predict the product of the given reaction. Given the reactants Cl[C:2](=[O:7])[C:3]([O:5][CH3:6])=[O:4].[C:8]([OH:12])([CH3:11])([CH3:10])[CH3:9].N1C=CC=CC=1.O, predict the reaction product. The product is: [CH3:6][O:5][C:3](=[O:4])[C:2]([O:12][C:8]([CH3:11])([CH3:10])[CH3:9])=[O:7].